Predict the reactants needed to synthesize the given product. From a dataset of Full USPTO retrosynthesis dataset with 1.9M reactions from patents (1976-2016). (1) Given the product [CH3:16][C:15]1[N:17]([S:3]([C:6]2[CH:12]=[CH:11][C:9]([CH3:10])=[CH:8][CH:7]=2)(=[O:5])=[O:4])[C:8]2[CH2:7][CH2:6][CH2:12][C:11](=[O:1])[C:9]=2[CH:10]=1, predict the reactants needed to synthesize it. The reactants are: [OH-:1].[Na+].[S:3](Cl)([C:6]1[CH:12]=[CH:11][C:9]([CH3:10])=[CH:8][CH:7]=1)(=[O:5])=[O:4].O.[C:15](#[N:17])[CH3:16]. (2) Given the product [C:23]([O:22][C:20]([NH:19][C:16]1[CH:17]=[CH:18][C:13]([C:11]2[N:10]([C:27]3[CH:28]=[N:29][CH:30]=[CH:31][CH:32]=3)[N:9]=[C:8]([C:6]([OH:7])=[O:5])[CH:12]=2)=[N:14][CH:15]=1)=[O:21])([CH3:26])([CH3:24])[CH3:25], predict the reactants needed to synthesize it. The reactants are: [OH-].[Na+].C([O:5][C:6]([C:8]1[CH:12]=[C:11]([C:13]2[CH:18]=[CH:17][C:16]([NH:19][C:20]([O:22][C:23]([CH3:26])([CH3:25])[CH3:24])=[O:21])=[CH:15][N:14]=2)[N:10]([C:27]2[CH:28]=[N:29][CH:30]=[CH:31][CH:32]=2)[N:9]=1)=[O:7])C.